This data is from Full USPTO retrosynthesis dataset with 1.9M reactions from patents (1976-2016). The task is: Predict the reactants needed to synthesize the given product. Given the product [NH2:9][C:10]1[CH:17]=[CH:16][CH:15]=[C:14]([C:2]#[C:1][CH:3]2[CH2:8][CH2:7][CH2:6][CH2:5][CH2:4]2)[C:11]=1[C:12]#[N:13], predict the reactants needed to synthesize it. The reactants are: [C:1]([CH:3]1[CH2:8][CH2:7][CH2:6][CH2:5][CH2:4]1)#[CH:2].[NH2:9][C:10]1[CH:17]=[CH:16][CH:15]=[C:14](Br)[C:11]=1[C:12]#[N:13].